Task: Predict which catalyst facilitates the given reaction.. Dataset: Catalyst prediction with 721,799 reactions and 888 catalyst types from USPTO (1) Reactant: [N:1]12[CH2:7][C:4]([C:8]([C:16]3[CH:21]=[CH:20][CH:19]=[CH:18][CH:17]=3)([C:10]3[CH:15]=[CH:14][CH:13]=[CH:12][CH:11]=3)[OH:9])([CH2:5][CH2:6]1)[CH2:3][CH2:2]2.[Br:22][CH2:23][CH2:24][CH2:25][CH2:26][CH2:27][CH2:28][CH2:29][CH2:30][CH3:31]. Product: [Br-:22].[OH:9][C:8]([C:16]1[CH:21]=[CH:20][CH:19]=[CH:18][CH:17]=1)([C:10]1[CH:15]=[CH:14][CH:13]=[CH:12][CH:11]=1)[C:4]12[CH2:7][N+:1]([CH2:23][CH2:24][CH2:25][CH2:26][CH2:27][CH2:28][CH2:29][CH2:30][CH3:31])([CH2:6][CH2:5]1)[CH2:2][CH2:3]2. The catalyst class is: 23. (2) Reactant: [CH2:1]([O:3][C:4](=[O:21])[CH2:5][C:6]([N:8]([N:15]1[CH2:20][CH2:19][CH2:18][CH2:17][CH2:16]1)[CH2:9][CH2:10][C:11]([O:13]C)=O)=[O:7])[CH3:2].C([O-])([O-])=O.[Cs+].[Cs+]. Product: [O:7]=[C:6]1[CH:5]([C:4]([O:3][CH2:1][CH3:2])=[O:21])[C:11](=[O:13])[CH2:10][CH2:9][N:8]1[N:15]1[CH2:20][CH2:19][CH2:18][CH2:17][CH2:16]1. The catalyst class is: 118. (3) Reactant: C1(P(C2C=CC=CC=2)C2C=CC=CC=2)C=CC=CC=1.[CH:20]1([C:26]2[CH:31]=[CH:30][C:29]([CH2:32]O)=[CH:28][CH:27]=2)[CH2:25][CH2:24][CH2:23][CH2:22][CH2:21]1.C(Br)(Br)(Br)[Br:35]. Product: [Br:35][CH2:32][C:29]1[CH:30]=[CH:31][C:26]([CH:20]2[CH2:25][CH2:24][CH2:23][CH2:22][CH2:21]2)=[CH:27][CH:28]=1. The catalyst class is: 2. (4) Reactant: [CH:1]([C:3]1[CH:8]=[C:7]([O:9][CH3:10])[N:6]=[CH:5][C:4]=1[O:11][CH2:12][C:13]1[C:14]([C:19]2[CH:23]=[CH:22][N:21]([CH2:24][CH2:25][C:26]([O:28]C)=[O:27])[N:20]=2)=[N:15][CH:16]=[CH:17][CH:18]=1)=[O:2].[OH-].[Na+]. Product: [CH:1]([C:3]1[CH:8]=[C:7]([O:9][CH3:10])[N:6]=[CH:5][C:4]=1[O:11][CH2:12][C:13]1[C:14]([C:19]2[CH:23]=[CH:22][N:21]([CH2:24][CH2:25][C:26]([OH:28])=[O:27])[N:20]=2)=[N:15][CH:16]=[CH:17][CH:18]=1)=[O:2]. The catalyst class is: 92. (5) Reactant: [C:1]([O:5][C:6]([N:8]1[CH2:13][CH2:12][CH:11]([N:14]([CH:31]2[CH2:33][CH2:32]2)[C:15](=[O:30])[C:16]2[CH:21]=[CH:20][C:19]([C:22]3[O:26][CH:25]=[N:24][CH:23]=3)=[C:18]([N+:27]([O-])=O)[CH:17]=2)[CH2:10][CH2:9]1)=[O:7])([CH3:4])([CH3:3])[CH3:2].[H][H]. Product: [C:1]([O:5][C:6]([N:8]1[CH2:13][CH2:12][CH:11]([N:14]([C:15](=[O:30])[C:16]2[CH:21]=[CH:20][C:19]([C:22]3[O:26][CH:25]=[N:24][CH:23]=3)=[C:18]([NH2:27])[CH:17]=2)[CH:31]2[CH2:32][CH2:33]2)[CH2:10][CH2:9]1)=[O:7])([CH3:4])([CH3:2])[CH3:3]. The catalyst class is: 227.